Dataset: Forward reaction prediction with 1.9M reactions from USPTO patents (1976-2016). Task: Predict the product of the given reaction. (1) Given the reactants [Cl:1][C:2]1[N:11]=[CH:10][C:9]2[NH:8][C:7](=[O:12])[C@@H:6]([CH3:13])[NH:5][C:4]=2[N:3]=1.C(N(CC)CC)C.[C:21]([C:23]1[CH:24]=[C:25](B(O)O)[CH:26]=[CH:27][CH:28]=1)#[N:22], predict the reaction product. The product is: [Cl:1][C:2]1[N:11]=[CH:10][C:9]2[N:8]([C:27]3[CH:28]=[C:23]([CH:24]=[CH:25][CH:26]=3)[C:21]#[N:22])[C:7](=[O:12])[C@@H:6]([CH3:13])[NH:5][C:4]=2[N:3]=1. (2) The product is: [CH2:1]([O:3][C:4]([C:6]1([C:9]2[CH:14]=[CH:13][C:12]([C:15]3[CH:20]=[CH:19][C:18]([B:25]4[O:26][C:27]([CH3:29])([CH3:28])[C:23]([CH3:39])([CH3:22])[O:24]4)=[CH:17][N:16]=3)=[CH:11][CH:10]=2)[CH2:8][CH2:7]1)=[O:5])[CH3:2]. Given the reactants [CH2:1]([O:3][C:4]([C:6]1([C:9]2[CH:14]=[CH:13][C:12]([C:15]3[CH:20]=[CH:19][C:18](Br)=[CH:17][N:16]=3)=[CH:11][CH:10]=2)[CH2:8][CH2:7]1)=[O:5])[CH3:2].[CH3:22][C:23]1([CH3:39])[C:27]([CH3:29])([CH3:28])[O:26][B:25]([B:25]2[O:26][C:27]([CH3:29])([CH3:28])[C:23]([CH3:39])([CH3:22])[O:24]2)[O:24]1.C([O-])(=O)C.[K+].O1CCOCC1, predict the reaction product. (3) Given the reactants [C:1]([C:5]1[CH:10]=[CH:9][C:8]([N:11]2[CH2:16][CH2:15][NH:14][CH2:13][CH2:12]2)=[CH:7][CH:6]=1)([CH3:4])([CH3:3])[CH3:2].[CH2:17]([O:19][C:20](=[O:25])[CH2:21][CH2:22][CH2:23]Br)[CH3:18].C(=O)([O-])[O-].[K+].[K+].[I-].[K+], predict the reaction product. The product is: [CH2:17]([O:19][C:20](=[O:25])[CH2:21][CH2:22][CH2:23][N:14]1[CH2:15][CH2:16][N:11]([C:8]2[CH:7]=[CH:6][C:5]([C:1]([CH3:4])([CH3:2])[CH3:3])=[CH:10][CH:9]=2)[CH2:12][CH2:13]1)[CH3:18]. (4) Given the reactants C[O:2][C:3](=[O:20])[CH:4]=[C:5]1[S:9][C:8]([NH:10][C:11]2[C:16]([Cl:17])=[CH:15][CH:14]=[CH:13][C:12]=2[Cl:18])=[N:7][C:6]1=[O:19].[OH-].[Na+].Cl, predict the reaction product. The product is: [Cl:18][C:12]1[CH:13]=[CH:14][CH:15]=[C:16]([Cl:17])[C:11]=1[NH:10][C:8]1[S:9][C:5](=[CH:4][C:3]([OH:20])=[O:2])[C:6](=[O:19])[N:7]=1. (5) Given the reactants C([N:8]1[CH2:13][CH2:12][O:11][CH:10]([C:14]2[CH:19]=[CH:18][C:17]([F:20])=[CH:16][C:15]=2[Cl:21])[CH2:9]1)C1C=CC=CC=1.ClC(OC(Cl)C)=O.CO, predict the reaction product. The product is: [Cl:21][CH:15]1[CH:14]([CH:10]2[O:11][CH2:12][CH2:13][NH:8][CH2:9]2)[CH:19]=[CH:18][C:17]([F:20])=[CH:16]1.